This data is from Catalyst prediction with 721,799 reactions and 888 catalyst types from USPTO. The task is: Predict which catalyst facilitates the given reaction. (1) Reactant: [OH:1][CH:2]1[CH2:7][CH2:6][N:5]([C:8]([O:10][C:11]([CH3:14])([CH3:13])[CH3:12])=[O:9])[CH2:4][CH2:3]1.[H-].[Na+].[Br:17][C:18]1C=CN=[C:20](F)[CH:19]=1.O.[CH3:26][N:27]([CH:29]=O)C. Product: [Br:17][C:18]1[CH:19]=[CH:20][C:26]([O:1][CH:2]2[CH2:3][CH2:4][N:5]([C:8]([O:10][C:11]([CH3:14])([CH3:13])[CH3:12])=[O:9])[CH2:6][CH2:7]2)=[N:27][CH:29]=1. The catalyst class is: 13. (2) Reactant: CN1C(=O)N(C)CCC1.[F:10][C:11]([F:24])([F:23])[C:12]1[CH:13]=[C:14]([CH2:18][C:19]([O:21][CH3:22])=[O:20])[CH:15]=[CH:16][CH:17]=1.Br[CH2:26][N:27]1[C:31](=[O:32])[C:30]2=[CH:33][CH:34]=[CH:35][CH:36]=[C:29]2[C:28]1=[O:37].Cl. Product: [O:37]=[C:28]1[C:29]2[C:30](=[CH:33][CH:34]=[CH:35][CH:36]=2)[C:31](=[O:32])[N:27]1[CH2:26][CH:18]([C:14]1[CH:15]=[CH:16][CH:17]=[C:12]([C:11]([F:23])([F:24])[F:10])[CH:13]=1)[C:19]([O:21][CH3:22])=[O:20]. The catalyst class is: 1. (3) Reactant: [CH3:1][N:2]1[CH:6]=[CH:5][C:4]([NH:7][C:8]([C:10]2[CH:20]=[C:19]([OH:21])[C:13]3[CH2:14][C:15]([CH3:18])([CH3:17])[O:16][C:12]=3[CH:11]=2)=[O:9])=[N:3]1.[N:22]1[CH:27]=[CH:26][CH:25]=[CH:24][C:23]=1[CH:28](O)[CH3:29].C1C=CC(P(C2C=CC=CC=2)C2C=CC=CC=2)=CC=1.CC(OC(/N=N/C(OC(C)C)=O)=O)C. Product: [CH3:1][N:2]1[CH:6]=[CH:5][C:4]([NH:7][C:8]([C:10]2[CH:20]=[C:19]([O:21][CH:28]([C:23]3[CH:24]=[CH:25][CH:26]=[CH:27][N:22]=3)[CH3:29])[C:13]3[CH2:14][C:15]([CH3:18])([CH3:17])[O:16][C:12]=3[CH:11]=2)=[O:9])=[N:3]1. The catalyst class is: 1. (4) Reactant: [CH3:1][O:2][C:3]1[CH:4]=[C:5]([O:15][C:16]2[CH:21]=[CH:20][C:19]([S:22]([CH3:25])(=[O:24])=[O:23])=[CH:18][CH:17]=2)[CH:6]=[C:7]2[C:11]=1[NH:10][C:9]([C:12]([OH:14])=O)=[CH:8]2.[NH4+].O[N:28]1C2C=CC=CC=2N=N1.Cl.C(N=C=NCCCN(C)C)C. Product: [CH3:1][O:2][C:3]1[CH:4]=[C:5]([O:15][C:16]2[CH:17]=[CH:18][C:19]([S:22]([CH3:25])(=[O:24])=[O:23])=[CH:20][CH:21]=2)[CH:6]=[C:7]2[C:11]=1[NH:10][C:9]([C:12]([NH2:28])=[O:14])=[CH:8]2. The catalyst class is: 9. (5) The catalyst class is: 9. Reactant: [CH3:1][O:2][C:3](=[O:21])[C@H:4]([CH2:13][C:14]1[CH:19]=[CH:18][C:17]([OH:20])=[CH:16][CH:15]=1)[NH:5][C:6]([O:8][C:9]([CH3:12])([CH3:11])[CH3:10])=[O:7].C(=O)([O-])[O-].[K+].[K+].F[C:29]1[CH:34]=[CH:33][C:32]([N+:35]([O-:37])=[O:36])=[CH:31][CH:30]=1. Product: [C:9]([O:8][C:6]([NH:5][CH:4]([CH2:13][C:14]1[CH:19]=[CH:18][C:17]([O:20][C:29]2[CH:34]=[CH:33][C:32]([N+:35]([O-:37])=[O:36])=[CH:31][CH:30]=2)=[CH:16][CH:15]=1)[C:3]([O:2][CH3:1])=[O:21])=[O:7])([CH3:12])([CH3:10])[CH3:11]. (6) Reactant: [Br:1][C:2]1[C:10]2[C:5](=[CH:6][C:7]([C:18]([O:20][CH3:21])=[O:19])=[CH:8][C:9]=2[N:11]([S:13]([CH:16]=[CH2:17])(=[O:15])=[O:14])[CH3:12])[NH:4][CH:3]=1.[C:22](OC(=O)C)(=[O:24])[CH3:23]. Product: [C:22]([N:4]1[C:5]2[C:10](=[C:9]([N:11]([S:13]([CH:16]=[CH2:17])(=[O:15])=[O:14])[CH3:12])[CH:8]=[C:7]([C:18]([O:20][CH3:21])=[O:19])[CH:6]=2)[C:2]([Br:1])=[CH:3]1)(=[O:24])[CH3:23]. The catalyst class is: 300. (7) Reactant: [F:1][C:2]1[CH:14]=[CH:13][C:5]([CH2:6][CH:7]2[CH2:12][CH2:11][NH:10][CH2:9][CH2:8]2)=[CH:4][CH:3]=1.[N+:15]([C:18]1[CH:19]=[C:20]([NH:24][C:25](=[O:29])[C:26](O)=[O:27])[CH:21]=[CH:22][CH:23]=1)([O-:17])=[O:16]. Product: [F:1][C:2]1[CH:3]=[CH:4][C:5]([CH2:6][CH:7]2[CH2:8][CH2:9][N:10]([C:26](=[O:27])[C:25]([NH:24][C:20]3[CH:21]=[CH:22][CH:23]=[C:18]([N+:15]([O-:17])=[O:16])[CH:19]=3)=[O:29])[CH2:11][CH2:12]2)=[CH:13][CH:14]=1. The catalyst class is: 27. (8) Reactant: [OH:1][C:2]1[CH:10]=[CH:9][CH:8]=[C:7]2[C:3]=1[CH2:4][CH2:5][C:6]2=[O:11].[F:12][C:13]([F:26])([F:25])[S:14](O[S:14]([C:13]([F:26])([F:25])[F:12])(=[O:16])=[O:15])(=[O:16])=[O:15].O. Product: [F:12][C:13]([F:26])([F:25])[S:14]([O:1][C:2]1[CH:10]=[CH:9][CH:8]=[C:7]2[C:3]=1[CH2:4][CH2:5][C:6]2=[O:11])(=[O:16])=[O:15]. The catalyst class is: 17. (9) The catalyst class is: 7. Reactant: C([N-]C(C)C)(C)C.[Li+].[NH2:9]/[C:10](/[C:22]([CH3:25])([CH3:24])[CH3:23])=[C:11](\[C:14]1[CH:19]=[C:18]([CH3:20])[CH:17]=[C:16]([CH3:21])[CH:15]=1)/[C:12]#[N:13].[CH3:26][O:27][C:28]1[C:29]([CH3:37])=[C:30]([CH:34]=[CH:35][CH:36]=1)[C:31](Cl)=[O:32]. Product: [C:22](/[C:10](/[NH:9][C:31](=[O:32])[C:30]1[CH:34]=[CH:35][CH:36]=[C:28]([O:27][CH3:26])[C:29]=1[CH3:37])=[C:11](\[C:12]#[N:13])/[C:14]1[CH:15]=[C:16]([CH3:21])[CH:17]=[C:18]([CH3:20])[CH:19]=1)([CH3:25])([CH3:24])[CH3:23].